From a dataset of Reaction yield outcomes from USPTO patents with 853,638 reactions. Predict the reaction yield, written as a fraction of the theoretical maximum amount of product (1.0 means a 100% yield; for example, 0.34 means a 34% yield). (1) The reactants are [N:1]([C:4]1([CH3:10])[CH2:9][CH2:8][O:7][CH2:6][CH2:5]1)=C=O.[ClH:11]. The catalyst is C1COCC1. The product is [ClH:11].[CH3:10][C:4]1([NH2:1])[CH2:9][CH2:8][O:7][CH2:6][CH2:5]1. The yield is 0.950. (2) The reactants are [C:1]([OH:7])(=O)[CH2:2][C:3]([OH:5])=O.[CH3:8][NH:9][C:10]([NH2:12])=[O:11].C(OC(=O)C)(=O)C. The catalyst is C(O)(=O)C. The product is [CH3:8][N:9]1[C:1](=[O:7])[CH2:2][C:3](=[O:5])[NH:12][C:10]1=[O:11]. The yield is 0.658. (3) The product is [Cl:24][C:25]1[CH:26]=[C:27]([NH:32][C:33]2[C:34]3[C:41](=[CH:19][C:13]4[NH:12][C:9]5[CH2:10][CH2:11][N:6]([CH2:5][CH2:4][N:3]([CH2:22][CH3:23])[CH2:1][CH3:2])[C:7](=[O:21])[C:8]=5[C:14]=4[C:15]([F:17])([F:18])[F:16])[C:40](=[O:42])[NH:39][C:35]=3[N:36]=[CH:37][N:38]=2)[CH:28]=[CH:29][C:30]=1[F:31]. The yield is 0.485. No catalyst specified. The reactants are [CH2:1]([N:3]([CH2:22][CH3:23])[CH2:4][CH2:5][N:6]1[CH2:11][CH2:10][C:9]2[NH:12][C:13]([CH:19]=O)=[C:14]([C:15]([F:18])([F:17])[F:16])[C:8]=2[C:7]1=[O:21])[CH3:2].[Cl:24][C:25]1[CH:26]=[C:27]([NH:32][C:33]2[C:34]3[CH2:41][C:40](=[O:42])[NH:39][C:35]=3[N:36]=[CH:37][N:38]=2)[CH:28]=[CH:29][C:30]=1[F:31]. (4) The reactants are [H-].C([Al+]CC(C)C)C(C)C.C1(C)C=CC=CC=1.[CH3:18][S:19]([CH2:22][C:23]1[CH:32]=[CH:31][C:26]([C:27](OC)=[O:28])=[CH:25][CH:24]=1)(=[O:21])=[O:20].C(C(C(C([O-])=O)O)O)([O-])=O.[K+].[Na+]. The catalyst is C(OCC)(=O)C.O.CO. The product is [CH3:18][S:19]([CH2:22][C:23]1[CH:32]=[CH:31][C:26]([CH2:27][OH:28])=[CH:25][CH:24]=1)(=[O:20])=[O:21]. The yield is 0.620. (5) The reactants are I[C:2]1[CH:3]=[CH:4][C:5]2[N:6]([CH:8]=[C:9]([NH:11][C:12]([CH:14]3[CH2:16][CH2:15]3)=[O:13])[N:10]=2)[N:7]=1.[NH2:17][C:18]1[CH:19]=[CH:20][C:21]([Br:25])=[C:22]([OH:24])[CH:23]=1.C(=O)([O-])[O-].[K+].[K+]. The catalyst is CN(C)C=O.O. The product is [NH2:17][C:18]1[CH:19]=[CH:20][C:21]([Br:25])=[C:22]([CH:23]=1)[O:24][C:2]1[CH:3]=[CH:4][C:5]2[N:6]([CH:8]=[C:9]([NH:11][C:12]([CH:14]3[CH2:16][CH2:15]3)=[O:13])[N:10]=2)[N:7]=1. The yield is 0.310. (6) The reactants are F[C:2]1[CH:7]=[CH:6][C:5]([C:8](=[O:17])[C:9]2[CH:14]=[CH:13][C:12]([O:15][CH3:16])=[CH:11][CH:10]=2)=[CH:4][C:3]=1[S:18]([NH2:21])(=O)=[O:19].[NH3:22]. The catalyst is O1CCOCC1. The product is [NH2:22][C:2]1[CH:7]=[CH:6][C:5]([C:8](=[O:17])[C:9]2[CH:14]=[CH:13][C:12]([O:15][CH3:16])=[CH:11][CH:10]=2)=[CH:4][C:3]=1[S:18]([NH2:21])=[O:19]. The yield is 0.810.